Dataset: NCI-60 drug combinations with 297,098 pairs across 59 cell lines. Task: Regression. Given two drug SMILES strings and cell line genomic features, predict the synergy score measuring deviation from expected non-interaction effect. (1) Drug 1: CN1C2=C(C=C(C=C2)N(CCCl)CCCl)N=C1CCCC(=O)O.Cl. Drug 2: COC1=C2C(=CC3=C1OC=C3)C=CC(=O)O2. Cell line: NCI-H460. Synergy scores: CSS=0.615, Synergy_ZIP=-1.00, Synergy_Bliss=-1.98, Synergy_Loewe=-1.61, Synergy_HSA=-2.45. (2) Drug 1: C1CN1C2=NC(=NC(=N2)N3CC3)N4CC4. Drug 2: CN(C(=O)NC(C=O)C(C(C(CO)O)O)O)N=O. Cell line: 786-0. Synergy scores: CSS=43.1, Synergy_ZIP=-0.850, Synergy_Bliss=0.648, Synergy_Loewe=-53.2, Synergy_HSA=1.11. (3) Drug 1: CC1=CC=C(C=C1)C2=CC(=NN2C3=CC=C(C=C3)S(=O)(=O)N)C(F)(F)F. Drug 2: C1C(C(OC1N2C=C(C(=O)NC2=O)F)CO)O. Cell line: HOP-62. Synergy scores: CSS=13.0, Synergy_ZIP=0.130, Synergy_Bliss=8.61, Synergy_Loewe=0.233, Synergy_HSA=6.40. (4) Drug 1: CC1=C2C(C(=O)C3(C(CC4C(C3C(C(C2(C)C)(CC1OC(=O)C(C(C5=CC=CC=C5)NC(=O)OC(C)(C)C)O)O)OC(=O)C6=CC=CC=C6)(CO4)OC(=O)C)OC)C)OC. Drug 2: CN(CCCl)CCCl.Cl. Cell line: SNB-75. Synergy scores: CSS=42.5, Synergy_ZIP=4.47, Synergy_Bliss=7.40, Synergy_Loewe=-30.3, Synergy_HSA=7.25. (5) Drug 1: CCC1(CC2CC(C3=C(CCN(C2)C1)C4=CC=CC=C4N3)(C5=C(C=C6C(=C5)C78CCN9C7C(C=CC9)(C(C(C8N6C=O)(C(=O)OC)O)OC(=O)C)CC)OC)C(=O)OC)O.OS(=O)(=O)O. Drug 2: C#CCC(CC1=CN=C2C(=N1)C(=NC(=N2)N)N)C3=CC=C(C=C3)C(=O)NC(CCC(=O)O)C(=O)O. Cell line: OVCAR3. Synergy scores: CSS=72.8, Synergy_ZIP=0.665, Synergy_Bliss=-3.45, Synergy_Loewe=-7.84, Synergy_HSA=-0.704.